This data is from Full USPTO retrosynthesis dataset with 1.9M reactions from patents (1976-2016). The task is: Predict the reactants needed to synthesize the given product. Given the product [CH3:17][O:18][C:19](=[O:35])[CH2:20][CH2:21][CH2:22][CH2:23][CH2:24][CH2:25][N:26]1[CH:27](/[CH:33]=[CH:5]/[C:4](=[O:3])[CH2:12][CH2:13][CH2:14][CH2:15][CH3:16])[CH2:28][CH2:29][CH2:30][C:31]1=[O:32], predict the reactants needed to synthesize it. The reactants are: [H-].[Na+].[O:3]=[C:4]([CH2:12][CH2:13][CH2:14][CH2:15][CH3:16])[CH2:5]P(=O)(OC)OC.[CH3:17][O:18][C:19](=[O:35])[CH2:20][CH2:21][CH2:22][CH2:23][CH2:24][CH2:25][N:26]1[C:31](=[O:32])[CH2:30][CH2:29][CH2:28][CH:27]1[CH:33]=O.